Dataset: Acute oral toxicity (LD50) regression data from Zhu et al.. Task: Regression/Classification. Given a drug SMILES string, predict its toxicity properties. Task type varies by dataset: regression for continuous values (e.g., LD50, hERG inhibition percentage) or binary classification for toxic/non-toxic outcomes (e.g., AMES mutagenicity, cardiotoxicity, hepatotoxicity). Dataset: ld50_zhu. The drug is Clc1cc(Cl)cc(C2(CC(Cl)(Cl)Cl)CO2)c1. The rat oral LD50 is 2.33, given as -log10 of the dose in mol/kg body weight (higher means more acutely toxic).